The task is: Predict which catalyst facilitates the given reaction.. This data is from Catalyst prediction with 721,799 reactions and 888 catalyst types from USPTO. (1) Reactant: [Br:1][C:2]1[CH:11]=[CH:10][C:9]2[C:8]3[C:12]4[N:19](C(OC(C)(C)C)=O)[CH2:18][C@@H:17]([CH3:27])[N:16](C(OC(C)(C)C)=O)[C:15](=[O:35])[C:13]=4[S:14][C:7]=3[CH:6]=[CH:5][C:4]=2[N:3]=1.FC(F)(F)C(O)=O. Product: [Br:1][C:2]1[CH:11]=[CH:10][C:9]2[C:8]3[C:12]4[NH:19][CH2:18][C@@H:17]([CH3:27])[NH:16][C:15](=[O:35])[C:13]=4[S:14][C:7]=3[CH:6]=[CH:5][C:4]=2[N:3]=1. The catalyst class is: 503. (2) Reactant: [CH3:1][O:2][C:3]1[CH:8]=[C:7]([CH2:9][O:10][CH3:11])[CH:6]=[C:5]([O:12][CH3:13])[C:4]=1[C:14]1[N:15]2[N:22]=[C:21]([CH2:23][CH3:24])[C:20]([NH2:25])=[C:16]2[O:17][C:18]=1[CH3:19].C(N(CC)CC)C.[C:33](O[C:33]([O:35][C:36]([CH3:39])([CH3:38])[CH3:37])=[O:34])([O:35][C:36]([CH3:39])([CH3:38])[CH3:37])=[O:34].C(=O)([O-])O.[Na+]. Product: [CH3:13][O:12][C:5]1[CH:6]=[C:7]([CH2:9][O:10][CH3:11])[CH:8]=[C:3]([O:2][CH3:1])[C:4]=1[C:14]1[N:15]2[N:22]=[C:21]([CH2:23][CH3:24])[C:20]([NH:25][C:33](=[O:34])[O:35][C:36]([CH3:39])([CH3:38])[CH3:37])=[C:16]2[O:17][C:18]=1[CH3:19]. The catalyst class is: 7. (3) Reactant: [CH3:1][C:2](C)([O-])C.[K+].[Br-].[Cl:8][C:9]1[C:14]([CH2:15][P+](C2C=CC=CC=2)(C2C=CC=CC=2)C2C=CC=CC=2)=[CH:13][CH:12]=[CH:11][N:10]=1.[F:35][C:36]1[CH:46]=[CH:45][C:39]([C:40]([C:42]([O-:44])=[O:43])=O)=[CH:38][CH:37]=1.C(OCC)(=O)C. Product: [Cl:8][C:9]1[C:14]([CH:15]=[C:40]([C:39]2[CH:45]=[CH:46][C:36]([F:35])=[CH:37][CH:38]=2)[C:42]([O:44][CH2:1][CH3:2])=[O:43])=[CH:13][CH:12]=[CH:11][N:10]=1. The catalyst class is: 11. (4) Reactant: [CH3:1][C:2]1[CH:7]=[CH:6][C:5]([NH:8][C:9](=[O:20])[C:10]2[CH:15]=[CH:14][CH:13]=[C:12]([C:16]([F:19])([F:18])[F:17])[CH:11]=2)=[CH:4][C:3]=1[C:21]1[CH:26]=[C:25]([N:27]2[CH2:32][CH2:31][O:30][CH2:29][CH2:28]2)[N:24]=[C:23](S(C)(=O)=O)[N:22]=1.C1[C:40]2(C[NH:42][CH2:41]2)CO1.C(N(CC)CC)C. Product: [CH2:41]([NH:42][C:23]1[N:22]=[C:21]([C:3]2[CH:4]=[C:5]([NH:8][C:9](=[O:20])[C:10]3[CH:15]=[CH:14][CH:13]=[C:12]([C:16]([F:19])([F:18])[F:17])[CH:11]=3)[CH:6]=[CH:7][C:2]=2[CH3:1])[CH:26]=[C:25]([N:27]2[CH2:32][CH2:31][O:30][CH2:29][CH2:28]2)[N:24]=1)[CH3:40]. The catalyst class is: 1. (5) Reactant: C([N:10]1[CH:15]=[CH:14][CH:13]=[CH:12][C:11]1=[O:16])([N:10]1[CH:15]=[CH:14][CH:13]=[CH:12][C:11]1=[O:16])=S.[Br:17][C:18]1[CH:24]=[CH:23][C:21]([NH2:22])=[CH:20][CH:19]=1.NC1[CH:27]=[C:28]([CH3:34])[CH:29]=C(C)C=1O.C1(N=C=NC2CCCCC2)CCCCC1. Product: [Br:17][C:18]1[CH:24]=[CH:23][C:21]([NH:22][C:11]2[O:16][C:27]3[C:28]([CH3:34])=[CH:29][C:13]([CH3:12])=[CH:14][C:15]=3[N:10]=2)=[CH:20][CH:19]=1. The catalyst class is: 426.